The task is: Predict the reactants needed to synthesize the given product.. This data is from Full USPTO retrosynthesis dataset with 1.9M reactions from patents (1976-2016). (1) Given the product [NH2:29][C:25]1[N:24]=[CH:23][N:22]=[C:21]2[C:26]=1[N:27]=[CH:28][N:20]2[C@@H:5]1[O:6][C@H:7]([CH2:17][S:18][CH3:19])[C@@H:8]([OH:9])[C@H:4]1[N:1]=[N+:2]=[N-:3], predict the reactants needed to synthesize it. The reactants are: [N:1]([C@@H:4]1[C@H:8]([O:9][Si](C(C)(C)C)(C)C)[C@@H:7]([CH2:17][S:18][CH3:19])[O:6][C@H:5]1[N:20]1[CH:28]=[N:27][C:26]2[C:21]1=[N:22][CH:23]=[N:24][C:25]=2[NH2:29])=[N+:2]=[N-:3].N. (2) Given the product [CH:17]([C:10]1[C:11]2[C:16](=[CH:15][CH:14]=[CH:13][CH:12]=2)[CH:7]=[C:26]([C:27]([O:29][CH3:28])=[O:31])[CH:9]=1)=[O:18], predict the reactants needed to synthesize it. The reactants are: FC(F)(F)S(O[C:7]1[C:16]2[C:11](=[CH:12][CH:13]=[CH:14][CH:15]=2)[C:10]([CH:17]=[O:18])=[CH:9]C=1)(=O)=O.C(N([CH2:26][CH3:27])CC)C.[CH3:28][OH:29].[C]=[O:31].[Cl-].[NH4+]. (3) Given the product [CH3:43][NH:44][C:27](=[O:28])[NH:26][C:23]1[CH:22]=[CH:21][C:20]([C:10]2[N:9]=[C:8]([C:2]([S:4]([CH3:7])(=[O:5])=[O:6])([CH3:3])[CH3:1])[CH:13]=[C:12]([N:14]3[CH2:15][CH2:16][O:17][CH2:18][CH2:19]3)[N:11]=2)=[CH:25][CH:24]=1, predict the reactants needed to synthesize it. The reactants are: [CH3:1][C:2]([C:8]1[CH:13]=[C:12]([N:14]2[CH2:19][CH2:18][O:17][CH2:16][CH2:15]2)[N:11]=[C:10]([C:20]2[CH:25]=[CH:24][C:23]([NH:26][C:27](=O)[O:28]C3C=CC=CC=3)=[CH:22][CH:21]=2)[N:9]=1)([S:4]([CH3:7])(=[O:6])=[O:5])[CH3:3].CC([C:43]1C=C(N2CCOC[C@@H]2C)N=C(C2C=CC(NC(=O)OC3C=CC=CC=3)=CC=2)[N:44]=1)(S(C)(=O)=O)C. (4) Given the product [CH3:1][NH:2][CH2:13][C:14]1[CH:15]=[CH:16][C:17]([CH:20]2[C:25]3=[N:26][NH:27][C:28](=[O:33])[C:29]4[CH:30]=[CH:31][CH:32]=[C:23]([C:24]=43)[NH:22][CH:21]2[C:34]2[CH:39]=[CH:38][CH:37]=[CH:36][CH:35]=2)=[CH:18][CH:19]=1.[CH3:3][N:2]([CH2:13][C:14]1[CH:15]=[CH:16][C:17]([CH:20]2[C:25]3=[N:26][NH:27][C:28](=[O:33])[C:29]4[CH:30]=[CH:31][CH:32]=[C:23]([C:24]=43)[NH:22][CH:21]2[C:34]2[CH:39]=[CH:38][CH:37]=[CH:36][CH:35]=2)=[CH:18][CH:19]=1)[CH3:1], predict the reactants needed to synthesize it. The reactants are: [CH3:1][N:2]([CH2:13][C:14]1[CH:19]=[CH:18][C:17]([CH:20]2[C:25]3=[N:26][NH:27][C:28](=[O:33])[C:29]4[CH:30]=[CH:31][CH:32]=[C:23]([C:24]=43)[NH:22][CH:21]2[C:34]2[CH:39]=[CH:38][CH:37]=[CH:36][CH:35]=2)=[CH:16][CH:15]=1)[C:3](=O)OCC1C=CC=CC=1. (5) Given the product [CH3:3][N:4]1[CH:8]=[CH:7][CH:6]=[C:5]1[C:9]1([C:10]#[N:11])[CH2:17][CH2:16][CH2:15][CH2:14][CH2:13]1, predict the reactants needed to synthesize it. The reactants are: [H-].[Na+].[CH3:3][N:4]1[CH:8]=[CH:7][CH:6]=[C:5]1[CH2:9][C:10]#[N:11].Br[CH2:13][CH2:14][CH2:15][CH2:16][CH2:17]Br.CC(O)C. (6) Given the product [Cl:1][C:2]1[CH:3]=[C:4]([N:9]2[C:14](=[O:15])[C:13]([CH2:16][CH2:17][CH:18]([CH3:20])[CH3:19])=[C:12]([C:21]3[CH:26]=[CH:25][C:24]([S:27]([NH2:31])(=[O:29])=[O:28])=[CH:23][CH:22]=3)[CH:11]=[N:10]2)[CH:5]=[CH:6][C:7]=1[F:8], predict the reactants needed to synthesize it. The reactants are: [Cl:1][C:2]1[CH:3]=[C:4]([N:9]2[C:14](=[O:15])[C:13]([CH2:16][CH2:17][CH:18]([CH3:20])[CH3:19])=[C:12]([C:21]3[CH:26]=[CH:25][C:24]([S:27](C)(=[O:29])=[O:28])=[CH:23][CH:22]=3)[CH:11]=[N:10]2)[CH:5]=[CH:6][C:7]=1[F:8].[NH3:31]. (7) Given the product [F:16][C:2]([F:1])([C:9]1[CH:14]=[CH:13][C:12]([F:15])=[CH:11][CH:10]=1)[CH2:3][CH2:4][SH:5], predict the reactants needed to synthesize it. The reactants are: [F:1][C:2]([F:16])([C:9]1[CH:14]=[CH:13][C:12]([F:15])=[CH:11][CH:10]=1)[CH2:3][CH2:4][S:5]C(=O)C.[OH-].[Na+].